Dataset: Catalyst prediction with 721,799 reactions and 888 catalyst types from USPTO. Task: Predict which catalyst facilitates the given reaction. (1) Reactant: Br[C:2]1[CH:3]=[CH:4][C:5](=[O:23])[N:6]([CH2:8][CH2:9][O:10][C:11]2[C:20]3[C:15](=[CH:16][C:17]([O:21][CH3:22])=[CH:18][CH:19]=3)[N:14]=[CH:13][CH:12]=2)[CH:7]=1.C(N(CC)CC)C.[CH2:31]([NH:34][C:35](=[O:42])[CH2:36][N:37]1[CH2:41][CH2:40][CH2:39][CH2:38]1)[C:32]#[CH:33]. Product: [CH3:22][O:21][C:17]1[CH:16]=[C:15]2[C:20]([C:11]([O:10][CH2:9][CH2:8][N:6]3[C:5](=[O:23])[CH:4]=[CH:3][C:2]([C:33]#[C:32][CH2:31][NH:34][C:35](=[O:42])[CH2:36][N:37]4[CH2:41][CH2:40][CH2:39][CH2:38]4)=[CH:7]3)=[CH:12][CH:13]=[N:14]2)=[CH:19][CH:18]=1. The catalyst class is: 778. (2) Reactant: [Si]([O:8][CH2:9][C@H:10]([CH3:28])[O:11][C:12]1[CH:13]=[C:14]([CH:24]=[C:25]([OH:27])[CH:26]=1)[C:15]([NH:17][C:18]1[CH:22]=[CH:21][N:20]([CH3:23])[N:19]=1)=[O:16])(C(C)(C)C)(C)C.[F:29][C:30]1([F:42])[O:34][C:33]2[CH:35]=[CH:36][C:37](B(O)O)=[CH:38][C:32]=2[O:31]1.C(N(CC)CC)C. Product: [F:42][C:30]1([F:29])[O:31][C:32]2[CH:38]=[CH:37][C:36]([O:27][C:25]3[CH:24]=[C:14]([CH:13]=[C:12]([O:11][C@@H:10]([CH3:28])[CH2:9][OH:8])[CH:26]=3)[C:15]([NH:17][C:18]3[CH:22]=[CH:21][N:20]([CH3:23])[N:19]=3)=[O:16])=[CH:35][C:33]=2[O:34]1. The catalyst class is: 302. (3) Reactant: [NH:1]1[CH:5]=[C:4]([C:6]23[CH2:18][CH2:17][CH2:16][CH2:15][CH:14]2[C:13]2[C:8](=[CH:9][CH:10]=[CH:11][CH:12]=2)[C:7]3=[O:19])[N:3]=[CH:2]1.[OH-].[Na+].[BH4-].[Na+].Cl. Product: [NH:1]1[CH:5]=[C:4]([C:6]23[CH2:18][CH2:17][CH2:16][CH2:15][CH:14]2[C:13]2[C:8](=[CH:9][CH:10]=[CH:11][CH:12]=2)[CH:7]3[OH:19])[N:3]=[CH:2]1. The catalyst class is: 40. (4) Reactant: [NH2:1][C:2]1[N:7]=[C:6]([N:8]2[C@H:13]([CH3:14])[CH2:12][CH2:11][C@H:10]([C:15]([N:17]3[CH2:21][CH2:20][CH2:19][CH2:18]3)=[O:16])[CH2:9]2)[CH:5]=[CH:4][C:3]=1[N+:22]([O-])=O.[H][H]. Product: [NH2:22][C:3]1[CH:4]=[CH:5][C:6]([N:8]2[C@H:13]([CH3:14])[CH2:12][CH2:11][C@H:10]([C:15]([N:17]3[CH2:21][CH2:20][CH2:19][CH2:18]3)=[O:16])[CH2:9]2)=[N:7][C:2]=1[NH2:1]. The catalyst class is: 29. (5) Reactant: [Br:1][C:2]1[C:3]([CH3:11])=[C:4]([CH:8]=[CH:9][CH:10]=1)[C:5]([OH:7])=[O:6].[C:12](=O)(O)[O-].[Na+].IC. Product: [Br:1][C:2]1[C:3]([CH3:11])=[C:4]([CH:8]=[CH:9][CH:10]=1)[C:5]([O:7][CH3:12])=[O:6]. The catalyst class is: 3. (6) Reactant: [Cl:1][C:2]1[CH:17]=[CH:16][C:5]([O:6][C:7]2[CH:15]=[CH:14][C:10]([C:11](Cl)=[O:12])=[CH:9][CH:8]=2)=[C:4]([N+:18]([O-:20])=[O:19])[CH:3]=1.[CH3:21][NH2:22]. Product: [Cl:1][C:2]1[CH:17]=[CH:16][C:5]([O:6][C:7]2[CH:15]=[CH:14][C:10]([C:11]([NH:22][CH3:21])=[O:12])=[CH:9][CH:8]=2)=[C:4]([N+:18]([O-:20])=[O:19])[CH:3]=1. The catalyst class is: 1. (7) Reactant: [CH3:1][O:2][C:3](=[O:13])[C:4]1[CH:9]=[CH:8][C:7]([NH:10][CH2:11][CH3:12])=[N:6][CH:5]=1.[H-].[Na+].BrCC1C=CC=CC=1[CH:24]([SH:31])[C:25]1[CH:30]=[CH:29][CH:28]=[CH:27][CH:26]=1. Product: [CH3:1][O:2][C:3](=[O:13])[C:4]1[CH:9]=[CH:8][C:7]([NH:10][CH2:11][CH2:12][CH2:24][C:25]2[CH:30]=[CH:29][CH:28]=[CH:27][C:26]=2[S:31][CH2:24][C:25]2[CH:26]=[CH:27][CH:28]=[CH:29][CH:30]=2)=[N:6][CH:5]=1. The catalyst class is: 3. (8) Reactant: [NH2:1][C:2]1[CH:7]=[CH:6][C:5]([OH:8])=[CH:4][CH:3]=1.[CH:9]1[CH:14]=[N:13][CH:12]=[C:11]([CH:15]=O)[CH:10]=1.[BH4-].[Na+]. Product: [OH:8][C:5]1[CH:6]=[CH:7][C:2]([NH:1][CH2:15][C:11]2[CH:12]=[N:13][CH:14]=[CH:9][CH:10]=2)=[CH:3][CH:4]=1. The catalyst class is: 48.